This data is from Forward reaction prediction with 1.9M reactions from USPTO patents (1976-2016). The task is: Predict the product of the given reaction. (1) Given the reactants [H-].[Na+].[Cl:3][C:4]1[N:5]=[C:6]([Cl:14])[C:7]2[C:12]([Cl:13])=[CH:11][NH:10][C:8]=2[N:9]=1.[H][H].[CH3:17][Si:18]([CH2:21][CH2:22][O:23][CH2:24]Cl)([CH3:20])[CH3:19], predict the reaction product. The product is: [Cl:3][C:4]1[N:5]=[C:6]([Cl:14])[C:7]2[C:12]([Cl:13])=[CH:11][N:10]([CH2:24][O:23][CH2:22][CH2:21][Si:18]([CH3:20])([CH3:19])[CH3:17])[C:8]=2[N:9]=1. (2) Given the reactants [N-:1]([S:9]([C:12]([F:15])([F:14])[F:13])(=[O:11])=[O:10])[S:2]([C:5]([F:8])([F:7])[F:6])(=[O:4])=[O:3].[Fe+2:16].[N-:17]([S:25]([C:28]([F:31])([F:30])[F:29])(=[O:27])=[O:26])[S:18]([C:21]([F:24])([F:23])[F:22])(=[O:20])=[O:19].[N-](S(C(F)(F)F)(=O)=O)S(C(F)(F)F)(=O)=[O:34].C([N+]1C=CN(C)C=1)C, predict the reaction product. The product is: [OH2:3].[OH2:19].[OH2:34].[OH2:3].[OH2:3].[N-:1]([S:2]([C:5]([F:8])([F:6])[F:7])(=[O:4])=[O:3])[S:9]([C:12]([F:15])([F:14])[F:13])(=[O:11])=[O:10].[Fe+2:16].[N-:17]([S:18]([C:21]([F:24])([F:22])[F:23])(=[O:20])=[O:19])[S:25]([C:28]([F:31])([F:30])[F:29])(=[O:27])=[O:26]. (3) Given the reactants [Br:1][C:2]1[CH:14]=[CH:13][C:5]2[NH:6][C:7](=O)[O:8][C:9]([CH3:11])([CH3:10])[C:4]=2[CH:3]=1.COC1C=CC(P2(SP(C3C=CC(OC)=CC=3)(=S)S2)=[S:24])=CC=1, predict the reaction product. The product is: [Br:1][C:2]1[CH:14]=[CH:13][C:5]2[NH:6][C:7](=[S:24])[O:8][C:9]([CH3:11])([CH3:10])[C:4]=2[CH:3]=1. (4) Given the reactants [O:1]=[C:2]1[N:10]=[CH:9][NH:8][C:7]2[N:6]([C@@H:11]3[O:15][C@@H:14]([O:16][C:17](=[O:46])[N:18]([CH3:45])[CH2:19][CH2:20][NH:21][C:22](=[O:44])[CH2:23][CH2:24]/[CH:25]=[CH:26]\[CH2:27]/[CH:28]=[CH:29]\[CH2:30]/[CH:31]=[CH:32]\[CH2:33]/[CH:34]=[CH:35]\[CH2:36]/[CH:37]=[CH:38]\[CH2:39]/[CH:40]=[CH:41]\CC)[CH2:13][CH2:12]3)[CH:5]=[N:4][C:3]1=2.NCCNC(=O)CCC/C=C\C/C=C\C/C=C\C/C=C\C/C=C\CC, predict the reaction product. The product is: [O:1]=[C:2]1[N:10]=[CH:9][NH:8][C:7]2[N:6]([C@@H:11]3[O:15][C@@H:14]([O:16][C:17](=[O:46])[N:18]([CH3:45])[CH2:19][CH2:20][NH:21][C:22](=[O:44])[CH2:23][CH2:24][CH2:25]/[CH:26]=[CH:27]\[CH2:28]/[CH:29]=[CH:30]\[CH2:31]/[CH:32]=[CH:33]\[CH2:34]/[CH:35]=[CH:36]\[CH2:37]/[CH:38]=[CH:39]\[CH2:40][CH3:41])[CH2:13][CH2:12]3)[CH:5]=[N:4][C:3]1=2. (5) Given the reactants [NH2:1][C:2]1[C:10]([O:11][C:12]2[CH:17]=[CH:16][C:15]([CH2:18][C:19]([O:21][CH3:22])=[O:20])=[CH:14][C:13]=2[O:23][CH3:24])=[CH:9][CH:8]=[C:7]2[C:3]=1[CH:4]=[C:5]([CH3:25])[NH:6]2.[Cl:26][C:27]1[CH:32]=[C:31]([Cl:33])[CH:30]=[CH:29][C:28]=1[S:34](Cl)(=[O:36])=[O:35], predict the reaction product. The product is: [Cl:26][C:27]1[CH:32]=[C:31]([Cl:33])[CH:30]=[CH:29][C:28]=1[S:34]([NH:1][C:2]1[C:10]([O:11][C:12]2[CH:17]=[CH:16][C:15]([CH2:18][C:19]([O:21][CH3:22])=[O:20])=[CH:14][C:13]=2[O:23][CH3:24])=[CH:9][CH:8]=[C:7]2[C:3]=1[CH:4]=[C:5]([CH3:25])[NH:6]2)(=[O:36])=[O:35]. (6) Given the reactants [CH2:1]([O:3][C:4]([N:6]1[CH2:14][CH:13]2[CH:8]([CH2:9][CH2:10][CH2:11][C:12]2=[O:15])[CH2:7]1)=[O:5])[CH3:2].[Li+].[C-:17]#[C:18][C:19]1[CH:24]=[CH:23][CH:22]=[CH:21][CH:20]=1.[Cl-].[NH4+], predict the reaction product. The product is: [CH2:1]([O:3][C:4]([N:6]1[CH2:14][CH:13]2[CH:8]([CH2:9][CH2:10][CH2:11][C:12]2([OH:15])[C:17]#[C:18][C:19]2[CH:24]=[CH:23][CH:22]=[CH:21][CH:20]=2)[CH2:7]1)=[O:5])[CH3:2]. (7) Given the reactants [Br:1][C:2]1[CH:3]=[N:4][C:5]2[N:6]([N:8]=[C:9]([C:11]([OH:13])=O)[CH:10]=2)[CH:7]=1.[CH3:14][CH:15]1[NH:20][CH2:19][CH2:18][N:17]2[N:21]=[CH:22][CH:23]=[C:16]12, predict the reaction product. The product is: [Br:1][C:2]1[CH:3]=[N:4][C:5]2[N:6]([N:8]=[C:9]([C:11]([N:20]3[CH2:19][CH2:18][N:17]4[N:21]=[CH:22][CH:23]=[C:16]4[CH:15]3[CH3:14])=[O:13])[CH:10]=2)[CH:7]=1. (8) Given the reactants [CH:1]1[C:13]2[NH:12][C:11]3[C:6](=[CH:7][CH:8]=[CH:9][CH:10]=3)[C:5]=2[CH:4]=[CH:3][CH:2]=1.Br[CH2:15][CH2:16][CH2:17][CH2:18][CH2:19][CH2:20][CH2:21][CH2:22][CH2:23][CH2:24][CH2:25][CH2:26][CH3:27].[OH-].[Na+].C(N1C2C=CC=CC=2C2C1=CC=CC=2)CCCCCC, predict the reaction product. The product is: [CH2:27]([N:12]1[C:11]2[CH:10]=[CH:9][CH:8]=[CH:7][C:6]=2[C:5]2[C:13]1=[CH:1][CH:2]=[CH:3][CH:4]=2)[CH2:26][CH2:25][CH2:24][CH2:23][CH2:22][CH2:21][CH2:20][CH2:19][CH2:18][CH2:17][CH2:16][CH3:15]. (9) Given the reactants [CH3:1][NH:2][CH:3]1[CH2:8][CH2:7][CH2:6][CH2:5][CH2:4]1.[C:9](Cl)(Cl)=[O:10].Cl.[CH3:14][N:15]1[CH2:20][CH2:19][N:18]([C:21]2[CH:26]=[C:25]([C:27]3[CH:36]=[C:35]4[C:30]([CH2:31][CH2:32][NH:33][CH2:34]4)=[CH:29][CH:28]=3)[N:24]=[C:23]([NH2:37])[N:22]=2)[CH2:17][CH2:16]1, predict the reaction product. The product is: [NH2:37][C:23]1[N:24]=[C:25]([C:27]2[CH:36]=[C:35]3[C:30]([CH2:31][CH2:32][N:33]([C:9]([N:2]([CH:3]4[CH2:8][CH2:7][CH2:6][CH2:5][CH2:4]4)[CH3:1])=[O:10])[CH2:34]3)=[CH:29][CH:28]=2)[CH:26]=[C:21]([N:18]2[CH2:17][CH2:16][N:15]([CH3:14])[CH2:20][CH2:19]2)[N:22]=1.